This data is from Catalyst prediction with 721,799 reactions and 888 catalyst types from USPTO. The task is: Predict which catalyst facilitates the given reaction. (1) Reactant: [Mg].Br[CH2:3][CH2:4][CH2:5][O:6][Si:7]([C:10]([CH3:13])([CH3:12])[CH3:11])([CH3:9])[CH3:8].II.[CH3:16][O:17][C:18]1[C:26]2[O:25][C:24]([CH:27]=[O:28])=[CH:23][C:22]=2[CH:21]=[CH:20][CH:19]=1. Product: [Si:7]([O:6][CH2:5][CH2:4][CH2:3][CH:27]([C:24]1[O:25][C:26]2[C:18]([O:17][CH3:16])=[CH:19][CH:20]=[CH:21][C:22]=2[CH:23]=1)[OH:28])([C:10]([CH3:13])([CH3:12])[CH3:11])([CH3:9])[CH3:8]. The catalyst class is: 7. (2) Reactant: [CH:1]1([C:7]2[CH:31]=[CH:30][C:10]([C:11]([N:13]3[C:19]4[CH:20]=[CH:21][CH:22]=[CH:23][C:18]=4[CH2:17][N:16]4C(C(O)=O)=[CH:25][CH:26]=[C:15]4[CH2:14]3)=[O:12])=[CH:9][CH:8]=2)[CH2:6][CH2:5][CH2:4][CH2:3][CH2:2]1.[C:32](Cl)(=[O:36])[C:33](Cl)=O.C(N(CC)C(C)C)(C)C.[CH3:47][N:48]1[CH2:53][CH2:52][NH:51][CH2:50][CH2:49]1. Product: [CH:1]1([C:7]2[CH:8]=[CH:9][C:10]([C:11]([N:13]3[C:19]4[CH:20]=[CH:21][CH:22]=[CH:23][C:18]=4[CH2:17][N:16]4[C:33]([C:32]([N:51]5[CH2:52][CH2:53][N:48]([CH3:47])[CH2:49][CH2:50]5)=[O:36])=[CH:25][CH:26]=[C:15]4[CH2:14]3)=[O:12])=[CH:30][CH:31]=2)[CH2:2][CH2:3][CH2:4][CH2:5][CH2:6]1. The catalyst class is: 4. (3) Reactant: [CH3:1][C:2]1[N:7]=[C:6]([NH2:8])[CH:5]=[CH:4][CH:3]=1.[C:9](O[C:9]([O:11][C:12]([CH3:15])([CH3:14])[CH3:13])=[O:10])([O:11][C:12]([CH3:15])([CH3:14])[CH3:13])=[O:10].C(N(CC)CC)C.O. Product: [CH3:1][C:2]1[N:7]=[C:6]([NH:8][C:9](=[O:10])[O:11][C:12]([CH3:15])([CH3:14])[CH3:13])[CH:5]=[CH:4][CH:3]=1. The catalyst class is: 119. (4) Reactant: [F:1][C:2]1[CH:18]=[C:17]([N+:19]([O-])=O)[CH:16]=[CH:15][C:3]=1[O:4][C:5]1[C:10]2[C:11]([NH2:14])=[N:12][O:13][C:9]=2[CH:8]=[CH:7][CH:6]=1.O.O.[Sn](Cl)Cl.C(=O)(O)[O-].[Na+]. Product: [NH2:19][C:17]1[CH:16]=[CH:15][C:3]([O:4][C:5]2[C:10]3[C:11]([NH2:14])=[N:12][O:13][C:9]=3[CH:8]=[CH:7][CH:6]=2)=[C:2]([F:1])[CH:18]=1. The catalyst class is: 13.